From a dataset of Full USPTO retrosynthesis dataset with 1.9M reactions from patents (1976-2016). Predict the reactants needed to synthesize the given product. (1) Given the product [CH3:32][N:33]([CH3:37])[CH2:34][CH2:35][NH:36][C:23](=[O:24])[C:22]1[CH:26]=[CH:27][CH:28]=[C:20]([C:18]2[CH:19]=[C:14]([NH:13][C:11]3[CH:10]=[CH:9][CH:8]=[C:7]([N:3]4[CH2:4][CH2:5][CH2:6][CH:2]4[CH3:1])[N:12]=3)[C:15]3[N:16]([CH:29]=[CH:30][N:31]=3)[N:17]=2)[CH:21]=1, predict the reactants needed to synthesize it. The reactants are: [CH3:1][CH:2]1[CH2:6][CH2:5][CH2:4][N:3]1[C:7]1[N:12]=[C:11]([NH:13][C:14]2[C:15]3[N:16]([CH:29]=[CH:30][N:31]=3)[N:17]=[C:18]([C:20]3[CH:21]=[C:22]([CH:26]=[CH:27][CH:28]=3)[C:23](O)=[O:24])[CH:19]=2)[CH:10]=[CH:9][CH:8]=1.[CH3:32][N:33]([CH3:37])[CH2:34][CH2:35][NH2:36].CN1C=CN=C1.CCN=C=NCCCN(C)C. (2) Given the product [OH:8][CH2:9][CH2:10][CH2:11][CH2:12][C:13]1[S:14][CH:15]=[CH:16][CH:17]=1, predict the reactants needed to synthesize it. The reactants are: [H-].[Al+3].[Li+].[H-].[H-].[H-].C[O:8][C:9](=O)[CH2:10][CH2:11][CH2:12][C:13]1[S:14][CH:15]=[CH:16][CH:17]=1.Cl.C(OCC)C.